From a dataset of Catalyst prediction with 721,799 reactions and 888 catalyst types from USPTO. Predict which catalyst facilitates the given reaction. Reactant: [C:1]([O:5][C:6]([N:8]1[CH2:12][CH:11]([CH2:13]O)[C:10]([NH:21][C:22](=[S:32])[NH:23][C:24](=[O:31])[C:25]2[CH:30]=[CH:29][CH:28]=[CH:27][CH:26]=2)([C:15]2[CH:20]=[CH:19][CH:18]=[CH:17][CH:16]=2)[CH2:9]1)=[O:7])([CH3:4])([CH3:3])[CH3:2].ClC(N(C)C)=C(C)C.C(=O)(O)[O-].[Na+]. Product: [C:1]([O:5][C:6]([N:8]1[CH2:12][CH:11]2[C:10]([C:15]3[CH:20]=[CH:19][CH:18]=[CH:17][CH:16]=3)([N:21]=[C:22]([NH:23][C:24](=[O:31])[C:25]3[CH:26]=[CH:27][CH:28]=[CH:29][CH:30]=3)[S:32][CH2:13]2)[CH2:9]1)=[O:7])([CH3:2])([CH3:4])[CH3:3]. The catalyst class is: 4.